Dataset: Forward reaction prediction with 1.9M reactions from USPTO patents (1976-2016). Task: Predict the product of the given reaction. (1) Given the reactants C[O:2][C:3]1[C:9]([O:10]C)=[CH:8][CH:7]=[CH:6][C:4]=1[NH2:5].B(Br)(Br)Br, predict the reaction product. The product is: [NH2:5][C:4]1[CH:6]=[CH:7][CH:8]=[C:9]([OH:10])[C:3]=1[OH:2]. (2) Given the reactants C([N:8]1[CH2:13][CH2:12][N:11]([C:14]([O:16][C:17]([CH3:20])([CH3:19])[CH3:18])=[O:15])[C@H:10]([CH2:21][C:22]2[CH:27]=[CH:26][C:25]([CH3:28])=[C:24]([CH3:29])[CH:23]=2)[CH2:9]1)C1C=CC=CC=1, predict the reaction product. The product is: [C:17]([O:16][C:14]([N:11]1[CH2:12][CH2:13][NH:8][CH2:9][C@H:10]1[CH2:21][C:22]1[CH:27]=[CH:26][C:25]([CH3:28])=[C:24]([CH3:29])[CH:23]=1)=[O:15])([CH3:20])([CH3:19])[CH3:18]. (3) The product is: [CH3:8][O:9][C:10]1[CH:15]=[CH:14][C:13]([CH2:16][C:18]2[CH:23]=[CH:22][C:21]([CH3:24])=[CH:20][CH:19]=2)=[C:12]([CH3:25])[CH:11]=1. Given the reactants [SiH](CC)(CC)CC.[CH3:8][O:9][C:10]1[CH:15]=[CH:14][C:13]([C:16]([C:18]2[CH:23]=[CH:22][C:21]([CH3:24])=[CH:20][CH:19]=2)=O)=[C:12]([CH3:25])[CH:11]=1.B(F)(F)F.CCOCC.C(=O)(O)[O-].[Na+], predict the reaction product. (4) The product is: [C:31]([O:30][C:28]([N:35]1[CH2:40][CH2:39][N:38]([CH2:16][C@@H:13]2[O:12][C:8]3=[C:9]4[C:4](=[CH:5][CH:6]=[C:7]3[O:15][CH2:14]2)[N:3]=[C:2]([CH3:1])[CH:11]=[CH:10]4)[CH2:37][CH2:36]1)=[O:29])([CH3:34])([CH3:32])[CH3:33]. Given the reactants [CH3:1][C:2]1[CH:11]=[CH:10][C:9]2[C:4](=[CH:5][CH:6]=[C:7]3[O:15][CH2:14][C@H:13]([CH2:16]OS(C4C=CC(Br)=CC=4)(=O)=O)[O:12][C:8]3=2)[N:3]=1.[C:28]([N:35]1[CH2:40][CH2:39][NH:38][CH2:37][CH2:36]1)([O:30][C:31]([CH3:34])([CH3:33])[CH3:32])=[O:29].C(=O)(O)[O-].[Na+], predict the reaction product.